This data is from Reaction yield outcomes from USPTO patents with 853,638 reactions. The task is: Predict the reaction yield, written as a fraction of the theoretical maximum amount of product (1.0 means a 100% yield; for example, 0.34 means a 34% yield). (1) The reactants are C1(C(=[N:14][C:15]2[C:16](=[O:45])[N:17]([CH2:37][CH2:38][C:39]3[CH:44]=[CH:43][CH:42]=[CH:41][CH:40]=3)[C:18]([C:22]3[CH:27]=[CH:26][CH:25]=[C:24]([O:28][CH2:29][C:30]4[CH:35]=[CH:34][CH:33]=[CH:32][CH:31]=4)[C:23]=3[F:36])=[N:19][C:20]=2[CH3:21])C2C=CC=CC=2)C=CC=CC=1.Cl. The catalyst is C1COCC1. The product is [NH2:14][C:15]1[C:16](=[O:45])[N:17]([CH2:37][CH2:38][C:39]2[CH:44]=[CH:43][CH:42]=[CH:41][CH:40]=2)[C:18]([C:22]2[CH:27]=[CH:26][CH:25]=[C:24]([O:28][CH2:29][C:30]3[CH:35]=[CH:34][CH:33]=[CH:32][CH:31]=3)[C:23]=2[F:36])=[N:19][C:20]=1[CH3:21]. The yield is 0.920. (2) The reactants are Cl.[CH3:2][O:3][C:4]1[CH:9]=[CH:8][CH:7]=[CH:6][C:5]=1[N:10]1[CH2:15][CH2:14][NH:13][CH2:12][CH2:11]1.Br[CH2:17][CH2:18][C:19]([O:21][CH2:22][CH3:23])=[O:20].C(=O)([O-])[O-].[K+].[K+].[I-].[K+]. The catalyst is C(#N)C. The product is [CH3:2][O:3][C:4]1[CH:9]=[CH:8][CH:7]=[CH:6][C:5]=1[N:10]1[CH2:15][CH2:14][N:13]([CH2:17][CH2:18][C:19]([O:21][CH2:22][CH3:23])=[O:20])[CH2:12][CH2:11]1. The yield is 0.710. (3) The catalyst is CN(C=O)C.CCOC(C)=O.CC(N(C)C)=O. The reactants are [CH3:1][C:2]1[CH:3]=[C:4]([CH:7]=[C:8]([CH3:11])[C:9]=1[OH:10])[CH:5]=O.Br[CH2:13][CH2:14][N:15]1C(=O)C2=CC=CC=C2C1=O.C([O-])([O-])=O.[K+].[K+].[Na+].[I-].CCOCC.[NH2:39][C:40]1[CH:48]=[C:47]([O:49][CH3:50])[CH:46]=[C:45]([O:51][CH3:52])[C:41]=1[C:42]([NH2:44])=[O:43].OS([O-])=O.[Na+].CC1C=CC(S(O)(=O)=O)=CC=1.O. The product is [NH2:15][CH2:14][CH2:13][O:10][C:9]1[C:2]([CH3:1])=[CH:3][C:4]([C:5]2[NH:44][C:42](=[O:43])[C:41]3[C:40](=[CH:48][C:47]([O:49][CH3:50])=[CH:46][C:45]=3[O:51][CH3:52])[N:39]=2)=[CH:7][C:8]=1[CH3:11]. The yield is 0.170.